Dataset: Forward reaction prediction with 1.9M reactions from USPTO patents (1976-2016). Task: Predict the product of the given reaction. (1) Given the reactants [CH:1]([C@@H:4]1[C:9]([O:10][CH3:11])=[N:8][CH2:7][C:6]([O:12][CH3:13])=[N:5]1)([CH3:3])[CH3:2].[Li]CCCC.Br[CH2:20][C:21]1[CH:25]=[C:24]([C:26]2[S:27][C:28]([Cl:31])=[CH:29][CH:30]=2)[O:23][N:22]=1, predict the reaction product. The product is: [Cl:31][C:28]1[S:27][C:26]([C:24]2[O:23][N:22]=[C:21]([CH2:20][C@H:7]3[C:6]([O:12][CH3:13])=[N:5][C@H:4]([CH:1]([CH3:3])[CH3:2])[C:9]([O:10][CH3:11])=[N:8]3)[CH:25]=2)=[CH:30][CH:29]=1. (2) Given the reactants [C:1]([NH:4][C:5]1[CH:13]=[CH:12][CH:11]=[C:10]2[C:6]=1[CH:7]([S:19][C:20]1[CH:25]=[CH:24][C:23]([Cl:26])=[CH:22][CH:21]=1)[C:8]([CH3:18])(CC(O)=O)[NH:9]2)(=[O:3])[CH3:2].Cl.CN([CH2:31][C:32](Cl)=[O:33])C, predict the reaction product. The product is: [Cl:26][C:23]1[CH:24]=[CH:25][C:20]([S:19][C:7]2[C:6]3[C:10](=[CH:11][CH:12]=[CH:13][C:5]=3[NH:4][C:1](=[O:3])[CH2:2][N:9]([CH3:10])[CH3:8])[N:9]([CH2:2][C:1]([O:33][CH2:32][CH3:31])=[O:3])[C:8]=2[CH3:18])=[CH:21][CH:22]=1.